Dataset: Forward reaction prediction with 1.9M reactions from USPTO patents (1976-2016). Task: Predict the product of the given reaction. (1) Given the reactants [NH2:1][C:2]1[CH:7]=[C:6]([C:8]([O:10][CH3:11])=[O:9])[CH:5]=[CH:4][N:3]=1.C([O-])(O)=O.[Na+].Cl[CH2:18][CH:19]=O, predict the reaction product. The product is: [N:1]1[CH:18]=[CH:19][N:3]2[CH:4]=[CH:5][C:6]([C:8]([O:10][CH3:11])=[O:9])=[CH:7][C:2]=12. (2) Given the reactants [Br:1][C:2]1[CH:7]=[CH:6][C:5]([S:8]([N:11]2[CH2:16][CH2:15][C:14]([CH2:18][NH:19][CH2:20][CH3:21])([OH:17])[CH2:13][CH2:12]2)(=[O:10])=[O:9])=[CH:4][CH:3]=1.C(N(CC)CC)C.[Cl:29][CH2:30][C:31](Cl)=[O:32], predict the reaction product. The product is: [Br:1][C:2]1[CH:7]=[CH:6][C:5]([S:8]([N:11]2[CH2:12][CH2:13][C:14]([CH2:18][N:19]([CH2:20][CH3:21])[C:31](=[O:32])[CH2:30][Cl:29])([OH:17])[CH2:15][CH2:16]2)(=[O:9])=[O:10])=[CH:4][CH:3]=1. (3) Given the reactants [ClH:1].[NH2:2][C:3]1[CH:12]=[C:11]2[C:6]([CH2:7][N:8]([CH:13]3[CH2:17][C:16](=[O:18])[NH:15][C:14]3=[O:19])[CH:9]=[N:10]2)=[CH:5][CH:4]=1, predict the reaction product. The product is: [ClH:1].[NH2:2][C:3]1[CH:12]=[C:11]2[C:6]([CH2:7][N:8]([CH:13]3[CH2:17][C:16](=[O:18])[NH:15][C:14]3=[O:19])[CH:9]=[N:10]2)=[CH:5][CH:4]=1. (4) Given the reactants [F:1][C:2]1([F:24])[CH2:7][CH2:6][CH:5]([CH2:8][NH:9][C:10]([C:12]2[C:13]3[CH:14]=[CH:15][C:16](Cl)=[N:17][C:18]=3[CH:19]=[CH:20][C:21]=2[Cl:22])=[O:11])[CH2:4][CH2:3]1.CCN(C(C)C)C(C)C.[F:34][C@@H:35]1[CH2:39][CH2:38][NH:37][CH2:36]1, predict the reaction product. The product is: [F:1][C:2]1([F:24])[CH2:7][CH2:6][CH:5]([CH2:8][NH:9][C:10]([C:12]2[C:13]3[CH:14]=[CH:15][C:16]([N:37]4[CH2:38][CH2:39][C@@H:35]([F:34])[CH2:36]4)=[N:17][C:18]=3[CH:19]=[CH:20][C:21]=2[Cl:22])=[O:11])[CH2:4][CH2:3]1. (5) Given the reactants [C:1]([O:5][C:6](=[O:12])[NH:7][CH2:8][CH2:9][CH2:10][NH2:11])([CH3:4])([CH3:3])[CH3:2].[CH3:13][C:14]1[C:15]([CH:21]=O)=[N:16][CH:17]=[C:18]([CH3:20])[CH:19]=1.[BH4-].[Na+], predict the reaction product. The product is: [C:1]([O:5][C:6](=[O:12])[NH:7][CH2:8][CH2:9][CH2:10][NH:11][CH2:21][C:15]1[C:14]([CH3:13])=[CH:19][C:18]([CH3:20])=[CH:17][N:16]=1)([CH3:4])([CH3:2])[CH3:3].